This data is from NCI-60 drug combinations with 297,098 pairs across 59 cell lines. The task is: Regression. Given two drug SMILES strings and cell line genomic features, predict the synergy score measuring deviation from expected non-interaction effect. (1) Drug 1: CC1=C2C(C(=O)C3(C(CC4C(C3C(C(C2(C)C)(CC1OC(=O)C(C(C5=CC=CC=C5)NC(=O)OC(C)(C)C)O)O)OC(=O)C6=CC=CC=C6)(CO4)OC(=O)C)OC)C)OC. Drug 2: CC(CN1CC(=O)NC(=O)C1)N2CC(=O)NC(=O)C2. Cell line: HS 578T. Synergy scores: CSS=65.7, Synergy_ZIP=8.28, Synergy_Bliss=7.91, Synergy_Loewe=-4.61, Synergy_HSA=9.59. (2) Drug 1: CC1=C2C(C(=O)C3(C(CC4C(C3C(C(C2(C)C)(CC1OC(=O)C(C(C5=CC=CC=C5)NC(=O)OC(C)(C)C)O)O)OC(=O)C6=CC=CC=C6)(CO4)OC(=O)C)O)C)O. Drug 2: CCN(CC)CCNC(=O)C1=C(NC(=C1C)C=C2C3=C(C=CC(=C3)F)NC2=O)C. Cell line: OVCAR3. Synergy scores: CSS=9.66, Synergy_ZIP=11.3, Synergy_Bliss=4.10, Synergy_Loewe=10.4, Synergy_HSA=2.69. (3) Drug 1: COC1=CC(=CC(=C1O)OC)C2C3C(COC3=O)C(C4=CC5=C(C=C24)OCO5)OC6C(C(C7C(O6)COC(O7)C8=CC=CS8)O)O. Drug 2: C1=NC(=NC(=O)N1C2C(C(C(O2)CO)O)O)N. Cell line: EKVX. Synergy scores: CSS=20.0, Synergy_ZIP=-5.27, Synergy_Bliss=-0.660, Synergy_Loewe=-9.74, Synergy_HSA=-1.44.